This data is from Catalyst prediction with 721,799 reactions and 888 catalyst types from USPTO. The task is: Predict which catalyst facilitates the given reaction. (1) Reactant: [Cl:1][C:2]1[CH:17]=[C:16]([NH:18][C:19]2[C:20]3[N:27]([CH2:28][CH2:29][OH:30])[CH:26]=[CH:25][C:21]=3[N:22]=[CH:23][N:24]=2)[CH:15]=[CH:14][C:3]=1[O:4][C:5]1[CH:6]=[C:7]([CH:11]=[CH:12][CH:13]=1)[C:8]([OH:10])=O.[CH2:31]([C:33]1([NH2:39])[CH2:38][CH2:37][CH2:36][CH2:35][CH2:34]1)[CH3:32].Cl.C(N=C=NCCCN(C)C)C.O.ON1C2C=CC=CC=2N=N1. Product: [Cl:1][C:2]1[CH:17]=[C:16]([NH:18][C:19]2[C:20]3[N:27]([CH2:28][CH2:29][OH:30])[CH:26]=[CH:25][C:21]=3[N:22]=[CH:23][N:24]=2)[CH:15]=[CH:14][C:3]=1[O:4][C:5]1[CH:6]=[C:7]([CH:11]=[CH:12][CH:13]=1)[C:8]([NH:39][C:33]1([CH2:31][CH3:32])[CH2:38][CH2:37][CH2:36][CH2:35][CH2:34]1)=[O:10]. The catalyst class is: 9. (2) Reactant: [NH2:1][C:2]1[CH:17]=[CH:16][C:5]2[CH2:6][CH2:7][CH2:8][C:9](=[O:15])[N:10]([CH2:11][CH2:12][O:13][CH3:14])[C:4]=2[CH:3]=1.Cl[C:19]1[N:24]=[C:23]([NH:25][C:26]2[C:35]([CH3:36])=[CH:34][CH:33]=[CH:32][C:27]=2[C:28]([NH:30][CH3:31])=[O:29])[C:22]([Cl:37])=[CH:21][N:20]=1.C12(CS(O)(=O)=O)C(C)(C)C(CC1)CC2=O. Product: [Cl:37][C:22]1[C:23]([NH:25][C:26]2[C:35]([CH3:36])=[CH:34][CH:33]=[CH:32][C:27]=2[C:28]([NH:30][CH3:31])=[O:29])=[N:24][C:19]([NH:1][C:2]2[CH:17]=[CH:16][C:5]3[CH2:6][CH2:7][CH2:8][C:9](=[O:15])[N:10]([CH2:11][CH2:12][O:13][CH3:14])[C:4]=3[CH:3]=2)=[N:20][CH:21]=1. The catalyst class is: 32.